Dataset: Peptide-MHC class II binding affinity with 134,281 pairs from IEDB. Task: Regression. Given a peptide amino acid sequence and an MHC pseudo amino acid sequence, predict their binding affinity value. This is MHC class II binding data. (1) The peptide sequence is FKKYFAATQFEPLAA. The MHC is HLA-DPA10301-DPB10402 with pseudo-sequence HLA-DPA10301-DPB10402. The binding affinity (normalized) is 0.723. (2) The peptide sequence is QFKVAATAANAAPAN. The MHC is DRB1_0701 with pseudo-sequence DRB1_0701. The binding affinity (normalized) is 0.446. (3) The peptide sequence is VTEGERTVRVLDTVE. The MHC is HLA-DQA10201-DQB10301 with pseudo-sequence HLA-DQA10201-DQB10301. The binding affinity (normalized) is 0.674. (4) The peptide sequence is SNGTGNIVSSVNMVSRL. The MHC is DRB4_0101 with pseudo-sequence DRB4_0103. The binding affinity (normalized) is 0.621. (5) The peptide sequence is GWSSLGREYAAVAEE. The MHC is DRB1_1602 with pseudo-sequence DRB1_1602. The binding affinity (normalized) is 0.290. (6) The peptide sequence is VSTFSSGLVWGQKYF. The MHC is DRB3_0202 with pseudo-sequence DRB3_0202. The binding affinity (normalized) is 0.0607. (7) The MHC is HLA-DPA10201-DPB11401 with pseudo-sequence HLA-DPA10201-DPB11401. The peptide sequence is RDLLLIVTRIVELLGR. The binding affinity (normalized) is 0.0720. (8) The peptide sequence is FDPYGATIKATPESA. The MHC is HLA-DPA10201-DPB10501 with pseudo-sequence HLA-DPA10201-DPB10501. The binding affinity (normalized) is 0.190.